From a dataset of Reaction yield outcomes from USPTO patents with 853,638 reactions. Predict the reaction yield, written as a fraction of the theoretical maximum amount of product (1.0 means a 100% yield; for example, 0.34 means a 34% yield). (1) The reactants are Cl[C:2]1[CH:7]=[C:6]([Cl:8])[N:5]=[C:4]([NH2:9])[N:3]=1.[CH3:10][O:11][CH2:12][CH:13]([NH2:16])[CH2:14][CH3:15].CCN(C(C)C)C(C)C. The catalyst is CCCCO. The product is [Cl:8][C:6]1[N:5]=[C:4]([NH2:9])[N:3]=[C:2]([NH:16][CH:13]([CH2:14][CH3:15])[CH2:12][O:11][CH3:10])[CH:7]=1. The yield is 0.840. (2) The reactants are C([O:8][C:9]1[C:10]([O:25][CH3:26])=[CH:11][C:12]2[C:18](=[O:19])[N:17]3[CH2:20][CH2:21][CH2:22][CH2:23][C@@H:16]3[CH:15]=[N:14][C:13]=2[CH:24]=1)C1C=CC=CC=1. The catalyst is C(Cl)Cl.C([O-])(O)=O.[Na+]. The product is [OH:8][C:9]1[C:10]([O:25][CH3:26])=[CH:11][C:12]2[C:18](=[O:19])[N:17]3[CH2:20][CH2:21][CH2:22][CH2:23][C@@H:16]3[CH:15]=[N:14][C:13]=2[CH:24]=1. The yield is 0.700.